Dataset: Experimentally validated miRNA-target interactions with 360,000+ pairs, plus equal number of negative samples. Task: Binary Classification. Given a miRNA mature sequence and a target amino acid sequence, predict their likelihood of interaction. (1) The miRNA is hsa-miR-6837-5p with sequence ACCAGGGCCAGCAGGGAAUGU. The protein sequence of the target gene is MEPWSSRWKTKRWLWDFTVTTLALTFLFQAREVRGAAPVDVLKALDFHNSPEGISKTTGFCTNRKNSKGSDTAYRVSKQAQLSAPTKQLFPGGTFPEDFSILFTVKPKKGIQSFLLSIYNEHGIQQIGVEVGRSPVFLFEDHTGKPAPEDYPLFRTVNIADGKWHRVAISVEKKTVTMIVDCKKKTTKPLDRSERAIVDTNGITVFGTRILDEEVFEGDIQQFLITGDPKAAYDYCEHYSPDCDSSAPKAAQAQEPQIDEYAPEDIIEYDYEYGEAEYKEAESVTEGPTVTEETIAQTEA.... Result: 0 (no interaction). (2) The miRNA is mmu-miR-384-3p with sequence AUUCCUAGAAAUUGUUCACAAU. The protein sequence of the target gene is MVDYHAANQAYQYGPNSGGGNGAGGGGSMGDYMAQEDDWDRDLLLDPAWEKQQRKTFTAWCNSHLRKAGTQIENIDEDFRDGLKLMLLLEVISGERLPKPERGKMRVHKINNVNKALDFIASKGVKLVSIGAEEIVDGNAKMTLGMIWTIILRFAIQDISVEETSAKEGLLLWCQRKTAPYKNVNVQNFHISWKDGLAFNALIHRHRPELIEYDKLRKDDPVTNLNNAFEVAEKYLDIPKMLDAEDIVNTARPDEKAIMTYVSSFYHAFSGAQKAETAANRICKVLAVNQENEHLMEDYE.... Result: 0 (no interaction). (3) The miRNA is hsa-miR-6774-3p with sequence UCGUGUCCCUCUUGUCCACAG. The protein sequence of the target gene is MAEVVAEVAEMPTQMSPGAVEMSTPMSAEMMEMSTEVTEMTPGEALASSLFFQHHQFMCSECGSLYNTLEEVLSHQEQHMLAVSEEEALTTQNVGLEPELVPGAEGPFQCGECSQLILSPGELLAHQDAHLRESANQIQYQCWDCQELFPSPELWVAHRKAQHLSATVAEPPVPPPLPPPTPLPPPSPPSEVKMEPYECPECSTLCATPEEFLEHQGTHFDSLEKEERNGLEEEEEDDEEDEEDDEEMEDEEAMAEVGDDAVGGDESTAGWAQGCGDCPQHQPSAGARRQHRRTAHSPAS.... Result: 0 (no interaction). (4) The protein sequence of the target gene is MERVQPLEENVGNAARPRFERNKLLLVASVIQGLGLLLCFTYICLHFSALQVSHRYPRIQSIKVQFTEYKKEKGFILTSQKEDEIMKVQNNSVIINCDGFYLISLKGYFSQEVNISLHYQKDEEPLFQLKKVRSVNSLMVASLTYKDKVYLNVTTDNTSLDDFHVNGGELILIHQNPGEFCVL. Result: 0 (no interaction). The miRNA is hsa-miR-4322 with sequence CUGUGGGCUCAGCGCGUGGGG. (5) The miRNA is mmu-miR-200a-3p with sequence UAACACUGUCUGGUAACGAUGU. The protein sequence of the target gene is MDLSELERDNTGRCRLSSPVPAVCLKEPCVLGVDEAGRGPVLGPMVYAICYCPLSRLADLEALKVADSKTLTENERERLFAKMEEDGDFVGWALDVLSPNLISTSMLGRVKYNLNSLSHDTAAGLIQYALDQNVNVTQVFVDTVGMPETYQARLQQHFPGIEVTVKAKADSLFPVVSAASIFAKVARDKAVKNWQFVENLQDLDSDYGSGYPNDPKTKAWLRKHVDPVFGFPQFVRFSWSTAQAILEKEAEDVIWEDSEAEEDPERPGKITSYFSQGPQTCRPQAPHRYFQERGLEAASS.... Result: 0 (no interaction). (6) The miRNA is hsa-miR-6771-5p with sequence CUCGGGAGGGCAUGGGCCAGGC. The protein sequence of the target gene is MAREECKALLDGLNKTTACYHHLVLTVGGSADSQNLRQELQKTRQKAQELAVSTCARLTAVLRDRGLAADERAEFERLWVAFSGCLDLLEADMRRALELGAAFPLHAPRRPLVRTGVAGASSGVAARALSTRSLRLEAEGDFDVADLRELEREVLQVGEMIDNMEMKVNVPRWTVQARQAAGAELLSTVSAGPSSVVSLQERGGGCDPRKALAAILFGAVLLAAVALAVCVAKLS. Result: 1 (interaction). (7) The protein sequence of the target gene is MERVSGLLSWTLSRVLWLSGFSEHGAAWQPRIMEEKALEVYDLIRTIRDPEKPNTLEELEVVTESCVEVQEINEDDYLVIIKFTPTVPHCSLATLIGLCLRVKLQRCLPFKHKLEIYISEGTHSTEEDINKQINDKERVAAAMENPNLREIVEQCVLEPD. Result: 0 (no interaction). The miRNA is mmu-miR-467d-3p with sequence AUAUACAUACACACACCUACAC.